From a dataset of Full USPTO retrosynthesis dataset with 1.9M reactions from patents (1976-2016). Predict the reactants needed to synthesize the given product. (1) Given the product [F:54][C:55]([F:75])([F:74])[S:56]([O:38][C:35]1[CH:36]=[CH:37][C:32]([CH2:31][CH2:30][N:22]([CH2:21][C@@H:20]([C:12]2[CH:11]=[CH:10][C:9]([O:8][CH2:1][C:2]3[CH:3]=[CH:4][CH:5]=[CH:6][CH:7]=3)=[C:18]3[C:13]=2[CH:14]=[CH:15][C:16](=[O:19])[NH:17]3)[O:39][Si:40]([C:43]([CH3:46])([CH3:45])[CH3:44])([CH3:41])[CH3:42])[C:23]([O:24][C:25]([CH3:26])([CH3:28])[CH3:27])=[O:29])=[CH:33][CH:34]=1)(=[O:58])=[O:57], predict the reactants needed to synthesize it. The reactants are: [CH2:1]([O:8][C:9]1[CH:10]=[CH:11][C:12]([C@@H:20]([O:39][Si:40]([C:43]([CH3:46])([CH3:45])[CH3:44])([CH3:42])[CH3:41])[CH2:21][N:22]([CH2:30][CH2:31][C:32]2[CH:37]=[CH:36][C:35]([OH:38])=[CH:34][CH:33]=2)[C:23](=[O:29])[O:24][C:25]([CH3:28])([CH3:27])[CH3:26])=[C:13]2[C:18]=1[NH:17][C:16](=[O:19])[CH:15]=[CH:14]2)[C:2]1[CH:7]=[CH:6][CH:5]=[CH:4][CH:3]=1.C(N(CC)CC)C.[F:54][C:55]([F:75])([F:74])[S:56](N(C1C=CC(Cl)=CN=1)[S:56]([C:55]([F:75])([F:74])[F:54])(=[O:58])=[O:57])(=[O:58])=[O:57]. (2) Given the product [F:1][C:2]1[CH:3]=[C:4]([C:8]([C:10]2[C:19]([N+:20]([O-:22])=[O:21])=[C:18]3[C:13]([CH:14]=[CH:15][CH:16]=[N:17]3)=[CH:12][CH:11]=2)=[O:9])[CH:5]=[CH:6][CH:7]=1, predict the reactants needed to synthesize it. The reactants are: [F:1][C:2]1[CH:3]=[C:4]([CH:8]([C:10]2[C:19]([N+:20]([O-:22])=[O:21])=[C:18]3[C:13]([CH:14]=[CH:15][CH:16]=[N:17]3)=[CH:12][CH:11]=2)[OH:9])[CH:5]=[CH:6][CH:7]=1. (3) Given the product [NH2:26][C:24]1[C:25]2[C:17]([C:14]3[CH:15]=[CH:16][C:11]([NH:10][C:7](=[O:8])[O:6][CH2:1][C:2]([CH3:5])([CH3:4])[CH3:3])=[C:12]([O:33][CH3:34])[CH:13]=3)=[CH:18][N:19]([CH:27]3[CH2:32][CH2:31][O:30][CH2:29][CH2:28]3)[C:20]=2[N:21]=[CH:22][N:23]=1, predict the reactants needed to synthesize it. The reactants are: [CH2:1]([O:6][C:7](Cl)=[O:8])[C:2]([CH3:5])([CH3:4])[CH3:3].[NH2:10][C:11]1[CH:16]=[CH:15][C:14]([C:17]2[C:25]3[C:24]([NH2:26])=[N:23][CH:22]=[N:21][C:20]=3[N:19]([CH:27]3[CH2:32][CH2:31][O:30][CH2:29][CH2:28]3)[CH:18]=2)=[CH:13][C:12]=1[O:33][CH3:34]. (4) Given the product [CH3:16][O:15][CH2:14][CH2:13][N:3]1[C:11]2[C:6](=[CH:7][CH:8]=[CH:9][CH:10]=2)[CH:5]=[CH:4]1, predict the reactants needed to synthesize it. The reactants are: [H-].[Na+].[NH:3]1[C:11]2[C:6](=[CH:7][CH:8]=[CH:9][CH:10]=2)[CH:5]=[CH:4]1.I[CH2:13][CH2:14][O:15][CH3:16]. (5) The reactants are: [Cl:1][C:2]1[CH:3]=[CH:4][C:5]2[N:11]3[C:12]([CH2:15][F:16])=[N:13][N:14]=[C:10]3[C@@H:9]([CH2:17][C:18]3[S:19][C:20]([CH2:23][CH2:24][C:25]([O:27]C)=[O:26])=[CH:21][N:22]=3)[S:8][C@H:7]([C:29]3[CH:34]=[CH:33][CH:32]=[C:31]([O:35][CH3:36])[C:30]=3[O:37][CH3:38])[C:6]=2[CH:39]=1.C(=O)([O-])[O-].[K+].[K+]. Given the product [Cl:1][C:2]1[CH:3]=[CH:4][C:5]2[N:11]3[C:12]([CH2:15][F:16])=[N:13][N:14]=[C:10]3[C@@H:9]([CH2:17][C:18]3[S:19][C:20]([CH2:23][CH2:24][C:25]([OH:27])=[O:26])=[CH:21][N:22]=3)[S:8][C@H:7]([C:29]3[CH:34]=[CH:33][CH:32]=[C:31]([O:35][CH3:36])[C:30]=3[O:37][CH3:38])[C:6]=2[CH:39]=1, predict the reactants needed to synthesize it.